Dataset: Reaction yield outcomes from USPTO patents with 853,638 reactions. Task: Predict the reaction yield, written as a fraction of the theoretical maximum amount of product (1.0 means a 100% yield; for example, 0.34 means a 34% yield). (1) The reactants are C([NH:4][C:5]1[S:6][CH:7]=[C:8]([C:10]2[CH:15]=[CH:14][C:13]([N:16]3[C:24]4[C:23](=[O:25])[N:22]([C:26]5[CH:27]=[C:28]([CH:32]=[CH:33][CH:34]=5)[C:29]([OH:31])=[O:30])[C:21](=[O:35])[NH:20][C:19]=4[CH:18]=[C:17]3[Cl:36])=[CH:12][CH:11]=2)[N:9]=1)(=O)C.Cl.[Li+].[OH-]. The yield is 0.650. The catalyst is CO.O. The product is [ClH:36].[NH2:4][C:5]1[S:6][CH:7]=[C:8]([C:10]2[CH:11]=[CH:12][C:13]([N:16]3[C:24]4[C:23](=[O:25])[N:22]([C:26]5[CH:27]=[C:28]([CH:32]=[CH:33][CH:34]=5)[C:29]([OH:31])=[O:30])[C:21](=[O:35])[NH:20][C:19]=4[CH:18]=[C:17]3[Cl:36])=[CH:14][CH:15]=2)[N:9]=1. (2) The reactants are [F:1][C:2]([F:36])([F:35])[C:3]1[CH:4]=[C:5]([C:13]([CH3:34])([CH3:33])[C:14]([N:16]([C:18]2[CH:19]=[N:20][C:21](Cl)=[CH:22][C:23]=2[C:24]2[CH:29]=[CH:28][C:27]([F:30])=[CH:26][C:25]=2[CH3:31])[CH3:17])=[O:15])[CH:6]=[C:7]([C:9]([F:12])([F:11])[F:10])[CH:8]=1.[NH2:37][CH2:38][CH2:39][CH2:40][OH:41]. No catalyst specified. The product is [F:1][C:2]([F:36])([F:35])[C:3]1[CH:4]=[C:5]([C:13]([CH3:34])([CH3:33])[C:14]([N:16]([C:18]2[CH:19]=[N:20][C:21]([NH:37][CH2:38][CH2:39][CH2:40][OH:41])=[CH:22][C:23]=2[C:24]2[CH:29]=[CH:28][C:27]([F:30])=[CH:26][C:25]=2[CH3:31])[CH3:17])=[O:15])[CH:6]=[C:7]([C:9]([F:12])([F:11])[F:10])[CH:8]=1. The yield is 0.870. (3) The reactants are [Si:1]([O:8][CH2:9][C:10]([CH3:29])([O:12][C:13]1[CH:18]=[CH:17][C:16]([N+:19]([O-])=O)=[CH:15][C:14]=1[N:22]1[C:26](=[O:27])[N:25]([CH3:28])[N:24]=[N:23]1)[CH3:11])([C:4]([CH3:7])([CH3:6])[CH3:5])([CH3:3])[CH3:2].CCO.CC1C=C2N=C3C(=NC(NC3=O)=O)N(C[C@H](O)[C@H](O)[C@H](O)CO)C2=CC=1C. The catalyst is O.[Pd]. The product is [NH2:19][C:16]1[CH:17]=[CH:18][C:13]([O:12][C:10]([CH3:29])([CH3:11])[CH2:9][O:8][Si:1]([C:4]([CH3:7])([CH3:6])[CH3:5])([CH3:3])[CH3:2])=[C:14]([N:22]2[C:26](=[O:27])[N:25]([CH3:28])[N:24]=[N:23]2)[CH:15]=1. The yield is 0.960. (4) The reactants are [OH:1][CH2:2][C:3]([NH:6][C:7](=[O:14])[C:8]1[CH:13]=[CH:12][CH:11]=[CH:10][CH:9]=1)([CH3:5])[CH3:4].[N+:15]([C:18]1[CH:25]=[CH:24][CH:23]=[C:22]([N+]([O-])=O)[C:19]=1[C:20]#[N:21])([O-:17])=[O:16]. No catalyst specified. The product is [C:20]([C:19]1[C:18]([N+:15]([O-:17])=[O:16])=[CH:25][CH:24]=[CH:23][C:22]=1[O:1][CH2:2][C:3]([NH:6][C:7](=[O:14])[C:8]1[CH:13]=[CH:12][CH:11]=[CH:10][CH:9]=1)([CH3:5])[CH3:4])#[N:21]. The yield is 0.910. (5) The catalyst is CN(C)C=O. The product is [CH2:22]([O:1][C:2]1[CH:9]=[CH:8][C:5]([CH:6]=[O:7])=[CH:4][CH:3]=1)[CH2:21][CH2:20][CH2:19][CH2:18][CH2:17][CH2:16][CH2:15][CH2:14][CH2:13][CH2:12][CH3:11]. The reactants are [OH:1][C:2]1[CH:9]=[CH:8][C:5]([CH:6]=[O:7])=[CH:4][CH:3]=1.Br[CH2:11][CH2:12][CH2:13][CH2:14][CH2:15][CH2:16][CH2:17][CH2:18][CH2:19][CH2:20][CH2:21][CH3:22].C(=O)([O-])[O-].[K+].[K+]. The yield is 0.990. (6) The reactants are [OH:1][C@@:2]1([C:9]#[C:10][C:11]2[CH:12]=[C:13]([N:17]3[C:25]4[CH2:24][CH2:23][N:22]([CH2:26][C:27]([OH:30])([CH3:29])[CH3:28])[CH2:21][C:20]=4[C:19]([C:31]([O:33]CC)=O)=[N:18]3)[CH:14]=[CH:15][CH:16]=2)[CH2:6][CH2:5][N:4]([CH3:7])[C:3]1=[O:8].[NH3:36]. The catalyst is CO. The product is [OH:1][C@@:2]1([C:9]#[C:10][C:11]2[CH:12]=[C:13]([N:17]3[C:25]4[CH2:24][CH2:23][N:22]([CH2:26][C:27]([OH:30])([CH3:28])[CH3:29])[CH2:21][C:20]=4[C:19]([C:31]([NH2:36])=[O:33])=[N:18]3)[CH:14]=[CH:15][CH:16]=2)[CH2:6][CH2:5][N:4]([CH3:7])[C:3]1=[O:8]. The yield is 0.200. (7) The reactants are [CH2:1]([N:8]([S:48]([CH2:51][CH2:52][CH2:53][Cl:54])(=[O:50])=[O:49])[C:9]([C:11]1[CH:19]=[C:18]2[C:14]([C:15]([CH:42]3[CH2:47][CH2:46][CH2:45][CH2:44][CH2:43]3)=[C:16]([C:36]3[CH:41]=[CH:40][CH:39]=[CH:38][CH:37]=3)[N:17]2[CH2:20][C:21]([N:23]([CH3:35])[CH2:24][CH2:25][N:26](C)[C:27](=O)OC(C)(C)C)=[O:22])=[CH:13][CH:12]=1)=[O:10])[C:2]1[CH:7]=[CH:6][CH:5]=[CH:4][CH:3]=1.C(O)(C(F)(F)F)=O. The catalyst is C(Cl)Cl. The product is [ClH:54].[CH2:1]([N:8]([S:48]([CH2:51][CH2:52][CH2:53][Cl:54])(=[O:49])=[O:50])[C:9]([C:11]1[CH:19]=[C:18]2[C:14]([C:15]([CH:42]3[CH2:43][CH2:44][CH2:45][CH2:46][CH2:47]3)=[C:16]([C:36]3[CH:41]=[CH:40][CH:39]=[CH:38][CH:37]=3)[N:17]2[CH2:20][C:21]([N:23]([CH3:35])[CH2:24][CH2:25][NH:26][CH3:27])=[O:22])=[CH:13][CH:12]=1)=[O:10])[C:2]1[CH:7]=[CH:6][CH:5]=[CH:4][CH:3]=1. The yield is 0.300. (8) The reactants are CS(O[CH2:6][CH2:7][CH2:8][NH:9][C:10]([O:12][C:13]([CH3:16])([CH3:15])[CH3:14])=[O:11])(=O)=O.[N-:17]=[N+:18]=[N-:19].[Na+].O. The catalyst is CN(C=O)C. The product is [C:13]([O:12][C:10](=[O:11])[NH:9][CH2:8][CH2:7][CH2:6][N:17]=[N+:18]=[N-:19])([CH3:16])([CH3:15])[CH3:14]. The yield is 0.870. (9) The reactants are Cl[CH2:2][CH2:3][CH2:4][N:5]1[CH2:10][CH2:9][N:8]([C:11]([O:13][C:14]([CH3:17])([CH3:16])[CH3:15])=[O:12])[CH2:7][CH2:6]1.C(=O)([O-])[O-].[Cs+].[Cs+].[NH2:24][C:25]1[S:26][CH:27]=[C:28]([C:30]2[CH:35]=[CH:34][CH:33]=[CH:32][CH:31]=2)[N:29]=1. The catalyst is CN(C)C=O.C(OCC)(=O)C. The product is [C:30]1([C:28]2[N:29]=[C:25]([NH:24][CH2:2][CH2:3][CH2:4][N:5]3[CH2:10][CH2:9][N:8]([C:11]([O:13][C:14]([CH3:17])([CH3:16])[CH3:15])=[O:12])[CH2:7][CH2:6]3)[S:26][CH:27]=2)[CH:31]=[CH:32][CH:33]=[CH:34][CH:35]=1. The yield is 0.290.